From a dataset of Full USPTO retrosynthesis dataset with 1.9M reactions from patents (1976-2016). Predict the reactants needed to synthesize the given product. (1) Given the product [CH2:69]([O:70][C:71](=[O:72])[CH2:73][N:64]([C:60]1[C:59]2[CH:58]=[CH:57][CH:56]=[C:55]([CH2:54][O:53][C:50]3[CH:51]=[CH:52][C:47]([C:43]4[CH:44]=[C:45]([F:46])[C:40]([F:39])=[CH:41][C:42]=4[O:66][CH3:67])=[CH:48][CH:49]=3)[C:63]=2[O:62][N:61]=1)[CH3:65])[CH3:68], predict the reactants needed to synthesize it. The reactants are: C(OC(=O)CN(C1C2C=C(COC3C=CC(C4C=C(F)C(F)=CC=4OC)=CC=3)C=CC=2ON=1)CCOC)C.[F:39][C:40]1[C:45]([F:46])=[CH:44][C:43]([C:47]2[CH:52]=[CH:51][C:50]([O:53][CH2:54][C:55]3[C:63]4[O:62][N:61]=[C:60]([NH:64][CH3:65])[C:59]=4[CH:58]=[CH:57][CH:56]=3)=[CH:49][CH:48]=2)=[C:42]([O:66][CH3:67])[CH:41]=1.[CH3:68][CH2:69][O:70][C:71]([CH2:73]Br)=[O:72]. (2) The reactants are: [CH3:1][C:2]1([CH3:36])[O:6][CH2:5][C@H:4]([N:7]2[CH2:16][CH2:15][C:14]3[C:13]([N:17]4[CH2:22][CH2:21][O:20][CH2:19][C@@H:18]4[CH3:23])=[N:12][C:11]([C:24]4[CH:29]=[CH:28][C:27]([NH:30][C:31]([NH:33][CH2:34][CH3:35])=[O:32])=[CH:26][CH:25]=4)=[N:10][C:9]=3[CH2:8]2)[CH2:3]1.O1CCC(C=O)C1. Given the product [CH3:36][C:2]1([CH3:1])[O:6][CH2:5][C@@H:4]([N:7]2[CH2:16][CH2:15][C:14]3[C:13]([N:17]4[CH2:22][CH2:21][O:20][CH2:19][C@@H:18]4[CH3:23])=[N:12][C:11]([C:24]4[CH:29]=[CH:28][C:27]([NH:30][C:31]([NH:33][CH2:34][CH3:35])=[O:32])=[CH:26][CH:25]=4)=[N:10][C:9]=3[CH2:8]2)[CH2:3]1, predict the reactants needed to synthesize it. (3) The reactants are: CC1(C)C(C)(C)OB([C:9]2[CH:14]=[CH:13][C:12]([N+:15]([O-:17])=[O:16])=[CH:11][CH:10]=2)O1.I[C:20]1[CH:21]=[C:22]([CH:36]=[CH:37][C:38]=1[CH3:39])[C:23]([NH:25][C:26]1[CH:31]=[CH:30][CH:29]=[C:28]([C:32]([F:35])([F:34])[F:33])[CH:27]=1)=[O:24].C(=O)([O-])[O-].[K+].[K+]. Given the product [CH3:39][C:38]1[C:20]([C:9]2[CH:10]=[CH:11][C:12]([N+:15]([O-:17])=[O:16])=[CH:13][CH:14]=2)=[CH:21][C:22]([C:23]([NH:25][C:26]2[CH:31]=[CH:30][CH:29]=[C:28]([C:32]([F:33])([F:34])[F:35])[CH:27]=2)=[O:24])=[CH:36][CH:37]=1, predict the reactants needed to synthesize it. (4) The reactants are: [C:1]([C:4]1[CH:5]=[C:6]([C:22]([NH:24][CH2:25][C:26]2[CH:31]=[CH:30][C:29]([S:32]([CH3:35])(=[O:34])=[O:33])=[CH:28][CH:27]=2)=[O:23])[C:7](=[O:21])[N:8]([C:11]2[CH:16]=[CH:15][CH:14]=[C:13]([C:17]([F:20])([F:19])[F:18])[CH:12]=2)[C:9]=1[CH3:10])(=[O:3])[CH3:2].[CH2:36](O)[CH2:37][OH:38].O.C1(C)C=CC(S(O)(=O)=O)=CC=1.C(=O)([O-])O.[Na+]. Given the product [CH3:10][C:9]1[N:8]([C:11]2[CH:16]=[CH:15][CH:14]=[C:13]([C:17]([F:20])([F:19])[F:18])[CH:12]=2)[C:7](=[O:21])[C:6]([C:22]([NH:24][CH2:25][C:26]2[CH:31]=[CH:30][C:29]([S:32]([CH3:35])(=[O:34])=[O:33])=[CH:28][CH:27]=2)=[O:23])=[CH:5][C:4]=1[C:1]1([CH3:2])[O:38][CH2:37][CH2:36][O:3]1, predict the reactants needed to synthesize it. (5) Given the product [Cl:1][C:2]1[CH:7]=[CH:6][C:5]([C@H:8]2[C@@H:13]([C:14]3[CH:19]=[CH:18][C:17]([Cl:20])=[CH:16][CH:15]=3)[N:12]([C@H:21]([CH2:27][CH2:28][CH3:29])[C:22]([O:24][CH2:25][CH3:26])=[O:23])[C:11](=[O:30])[C@H:10]([CH2:32][C:33]3[CH:38]=[CH:37][CH:36]=[C:35]([I:39])[CH:34]=3)[O:9]2)=[CH:4][CH:3]=1, predict the reactants needed to synthesize it. The reactants are: [Cl:1][C:2]1[CH:7]=[CH:6][C:5]([C@H:8]2[C@@H:13]([C:14]3[CH:19]=[CH:18][C:17]([Cl:20])=[CH:16][CH:15]=3)[N:12]([C@H:21]([CH2:27][CH2:28][CH3:29])[C:22]([O:24][CH2:25][CH3:26])=[O:23])[C:11](=[O:30])[CH2:10][O:9]2)=[CH:4][CH:3]=1.Br[CH2:32][C:33]1[CH:38]=[CH:37][CH:36]=[C:35]([I:39])[CH:34]=1. (6) Given the product [Cl:21][C:18]1[CH:17]=[CH:16][C:15]([C:13]2[S:14][C:8]3[C:7]([OH:22])=[C:6]([C:4]([NH:23][CH2:24][C:25]([OH:27])=[O:26])=[O:5])[N:11]=[CH:10][C:9]=3[N:12]=2)=[CH:20][CH:19]=1, predict the reactants needed to synthesize it. The reactants are: C(O[C:4]([C:6]1[N:11]=[CH:10][C:9]2[N:12]=[C:13]([C:15]3[CH:20]=[CH:19][C:18]([Cl:21])=[CH:17][CH:16]=3)[S:14][C:8]=2[C:7]=1[OH:22])=[O:5])C.[NH2:23][CH2:24][C:25]([OH:27])=[O:26]. (7) Given the product [CH2:1]([O:8][C:9]1[CH:14]=[CH:13][C:12]([NH:15][C:16]2[C:25]3[C:20](=[CH:21][CH:22]=[C:23]([C:32]4[CH:37]=[CH:36][CH:35]=[CH:34][N:33]=4)[CH:24]=3)[N:19]=[CH:18][N:17]=2)=[CH:11][CH:10]=1)[C:2]1[CH:7]=[CH:6][CH:5]=[CH:4][CH:3]=1, predict the reactants needed to synthesize it. The reactants are: [CH2:1]([O:8][C:9]1[CH:14]=[CH:13][C:12]([NH:15][C:16]2[C:25]3[C:20](=[CH:21][CH:22]=[C:23](Br)[CH:24]=3)[N:19]=[CH:18][N:17]=2)=[CH:11][CH:10]=1)[C:2]1[CH:7]=[CH:6][CH:5]=[CH:4][CH:3]=1.C([Sn](CCCC)(CCCC)[C:32]1[CH:37]=[CH:36][CH:35]=[CH:34][N:33]=1)CCC.